Task: Regression. Given a peptide amino acid sequence and an MHC pseudo amino acid sequence, predict their binding affinity value. This is MHC class I binding data.. Dataset: Peptide-MHC class I binding affinity with 185,985 pairs from IEDB/IMGT (1) The peptide sequence is SAMEYLEKK. The MHC is HLA-A11:01 with pseudo-sequence HLA-A11:01. The binding affinity (normalized) is 0.894. (2) The peptide sequence is LLDSGTTSI. The MHC is HLA-C05:01 with pseudo-sequence HLA-C05:01. The binding affinity (normalized) is 0.898.